This data is from Forward reaction prediction with 1.9M reactions from USPTO patents (1976-2016). The task is: Predict the product of the given reaction. The product is: [F:1][C:2]([F:30])([F:29])[C:3]1[CH:4]=[C:5]([C@H:13]2[O:17][C:16](=[O:18])[N:15]([CH2:19][C:20]3[C:25]([Br:26])=[CH:24][CH:23]=[C:22]([N:31]4[CH:35]=[CH:34][CH:33]=[N:32]4)[N:21]=3)[C@H:14]2[CH3:28])[CH:6]=[C:7]([C:9]([F:12])([F:11])[F:10])[CH:8]=1. Given the reactants [F:1][C:2]([F:30])([F:29])[C:3]1[CH:4]=[C:5]([C@H:13]2[O:17][C:16](=[O:18])[N:15]([CH2:19][C:20]3[C:25]([Br:26])=[CH:24][CH:23]=[C:22](Cl)[N:21]=3)[C@H:14]2[CH3:28])[CH:6]=[C:7]([C:9]([F:12])([F:11])[F:10])[CH:8]=1.[NH:31]1[CH:35]=[CH:34][CH:33]=[N:32]1.C1(C)C=CC(S(O)(=O)=O)=CC=1, predict the reaction product.